Dataset: Catalyst prediction with 721,799 reactions and 888 catalyst types from USPTO. Task: Predict which catalyst facilitates the given reaction. (1) Reactant: C([O:8][C:9](=[O:42])[CH2:10][O:11][C:12]1[CH:17]=[CH:16][C:15]([NH:18][C:19]([C:21]2[C:22]([C:27]3[CH:32]=[CH:31][C:30]([C:33]([F:36])([F:35])[F:34])=[CH:29][CH:28]=3)=[CH:23][CH:24]=[CH:25][CH:26]=2)=[O:20])=[C:14]([C:37](=[O:41])[N:38]([CH3:40])[CH3:39])[CH:13]=1)C1C=CC=CC=1. Product: [CH3:39][N:38]([CH3:40])[C:37]([C:14]1[CH:13]=[C:12]([CH:17]=[CH:16][C:15]=1[NH:18][C:19]([C:21]1[C:22]([C:27]2[CH:28]=[CH:29][C:30]([C:33]([F:34])([F:35])[F:36])=[CH:31][CH:32]=2)=[CH:23][CH:24]=[CH:25][CH:26]=1)=[O:20])[O:11][CH2:10][C:9]([OH:42])=[O:8])=[O:41]. The catalyst class is: 586. (2) Reactant: Cl[C:2]1[C:3]([C:15]#[N:16])=[N:4][C:5]([C:9]2[CH:14]=[CH:13][CH:12]=[CH:11][CH:10]=2)=[C:6]([CH3:8])[N:7]=1.[F:17][C:18]1[CH:23]=[CH:22][C:21]([N:24]2[CH2:29][CH2:28][NH:27][CH2:26][CH2:25]2)=[CH:20][CH:19]=1.C(N(C(C)C)C(C)C)C. The catalyst class is: 9. Product: [F:17][C:18]1[CH:19]=[CH:20][C:21]([N:24]2[CH2:29][CH2:28][N:27]([C:2]3[C:3]([C:15]#[N:16])=[N:4][C:5]([C:9]4[CH:14]=[CH:13][CH:12]=[CH:11][CH:10]=4)=[C:6]([CH3:8])[N:7]=3)[CH2:26][CH2:25]2)=[CH:22][CH:23]=1. (3) Reactant: FC(F)(F)S(O[C:7]1[CH2:12][CH2:11][CH:10]([O:13][CH2:14][CH:15]2[CH2:20][CH2:19][N:18]([C:21]([O:23][C:24]([CH3:27])([CH3:26])[CH3:25])=[O:22])[CH2:17][CH2:16]2)[CH2:9][CH:8]=1)(=O)=O.[CH3:30][N:31]([CH3:44])[C:32]([C:34]1[CH:39]=[CH:38][C:37](B(O)O)=[C:36]([F:43])[CH:35]=1)=[O:33].C(=O)([O-])[O-].[Na+].[Na+]. The catalyst class is: 128. Product: [CH3:30][N:31]([CH3:44])[C:32]([C:34]1[CH:39]=[CH:38][C:37]([C:7]2[CH2:12][CH2:11][CH:10]([O:13][CH2:14][CH:15]3[CH2:16][CH2:17][N:18]([C:21]([O:23][C:24]([CH3:26])([CH3:27])[CH3:25])=[O:22])[CH2:19][CH2:20]3)[CH2:9][CH:8]=2)=[C:36]([F:43])[CH:35]=1)=[O:33]. (4) Reactant: [F:1][C:2]([F:17])([S:13]([O-:16])(=[O:15])=[O:14])[C:3]([F:12])([F:11])[C:4]([F:10])([F:9])[C:5]([F:8])([F:7])[F:6].[K+].[Br-].[CH2:20]([C:29]1[SH+:30][CH:31]=[CH:32][CH:33]=1)[C:21]([C:23]1[CH:28]=[CH:27][CH:26]=[CH:25][CH:24]=1)=[O:22]. Product: [F:17][C:2]([F:1])([S:13]([O-:16])(=[O:15])=[O:14])[C:3]([F:11])([F:12])[C:4]([F:10])([F:9])[C:5]([F:8])([F:7])[F:6].[CH2:20]([C:29]1[SH+:30][CH:31]=[CH:32][CH:33]=1)[C:21]([C:23]1[CH:28]=[CH:27][CH:26]=[CH:25][CH:24]=1)=[O:22]. The catalyst class is: 72. (5) Reactant: [C:1](O)([C:3](F)(F)F)=O.[CH3:8][O:9][CH2:10][CH2:11][O:12][C:13]1[CH:18]=[CH:17][C:16]([NH:19][C:20]2[N:21]=[C:22]([NH:29]C3C=C(NC(=O)OC(C)(C)C)C=CC=3)[C:23]3[CH:28]=[CH:27][NH:26][C:24]=3[N:25]=2)=[CH:15][CH:14]=1. Product: [NH2:19][C:16]1[CH:15]=[C:14]([N:19]([C:16]2[CH:17]=[CH:18][C:13]([O:12][CH2:11][CH2:10][O:9][CH3:8])=[CH:14][CH:15]=2)[C:20]2[N:21]=[C:22]([NH2:29])[C:23]3[CH:28]=[CH:27][NH:26][C:24]=3[N:25]=2)[CH:13]=[CH:1][CH:3]=1. The catalyst class is: 2. (6) Reactant: [N:1]1[CH:6]=[CH:5][CH:4]=[C:3]([C:7]2[NH:8][C:9]3[C:14]([CH:15]=2)=[CH:13][C:12]([C:16]#[N:17])=[CH:11][CH:10]=3)[CH:2]=1.C[Si]([N-][Si](C)(C)C)(C)C.[K+].C1(C)C=CC=CC=1.[C:35]([O:41][CH2:42]Cl)(=[O:40])[C:36]([CH3:39])([CH3:38])[CH3:37].C(=O)(O)[O-].[Na+]. Product: [C:16]([C:12]1[CH:13]=[C:14]2[C:9](=[CH:10][CH:11]=1)[N:8]([CH2:42][O:41][C:35](=[O:40])[C:36]([CH3:39])([CH3:38])[CH3:37])[C:7]([C:3]1[CH:2]=[N:1][CH:6]=[CH:5][CH:4]=1)=[CH:15]2)#[N:17]. The catalyst class is: 1.